This data is from TCR-epitope binding with 47,182 pairs between 192 epitopes and 23,139 TCRs. The task is: Binary Classification. Given a T-cell receptor sequence (or CDR3 region) and an epitope sequence, predict whether binding occurs between them. The epitope is LPRRSGAAGA. The TCR CDR3 sequence is CASSIPNSGAVNEQFF. Result: 0 (the TCR does not bind to the epitope).